Task: Predict the product of the given reaction.. Dataset: Forward reaction prediction with 1.9M reactions from USPTO patents (1976-2016) (1) The product is: [Cl:1][C:2]1[CH:3]=[C:4]([NH:8][C:9]([N:11]2[CH2:16][CH2:15][C:14]3[NH:17][N:18]=[C:19]([CH:20]4[CH2:24][CH2:23][CH:22]([F:32])[CH2:21]4)[C:13]=3[CH2:12]2)=[O:10])[CH:5]=[CH:6][CH:7]=1. Given the reactants [Cl:1][C:2]1[CH:3]=[C:4]([NH:8][C:9]([N:11]2[CH2:16][CH2:15][C:14]3[NH:17][N:18]=[C:19]([CH:20]4[CH2:24][CH2:23][CH:22](O)[CH2:21]4)[C:13]=3[CH2:12]2)=[O:10])[CH:5]=[CH:6][CH:7]=1.CCN(S(F)(F)[F:32])CC, predict the reaction product. (2) Given the reactants [Cl:1][C:2]1[CH:3]=[C:4]([C:9]2[S:10][CH:11]=[C:12]([C:15]([CH3:17])=O)[C:13]=2[OH:14])[CH:5]=[CH:6][C:7]=1[Cl:8].[N+:18]([C:21]1[CH:30]=[C:29]([C:31]([NH:33][NH2:34])=[O:32])[CH:28]=[CH:27][C:22]=1[C:23]([O:25][CH3:26])=[O:24])([O-:20])=[O:19], predict the reaction product. The product is: [N+:18]([C:21]1[CH:30]=[C:29]([C:31]([NH:33][N:34]=[C:15]([C:12]2[C:13]([OH:14])=[C:9]([C:4]3[CH:5]=[CH:6][C:7]([Cl:8])=[C:2]([Cl:1])[CH:3]=3)[S:10][CH:11]=2)[CH3:17])=[O:32])[CH:28]=[CH:27][C:22]=1[C:23]([O:25][CH3:26])=[O:24])([O-:20])=[O:19]. (3) Given the reactants [C:1]([O:8][CH3:9])(=[O:7])[CH2:2][C:3]([O:5][CH3:6])=[O:4].Br[C:11]1[CH:16]=[CH:15][C:14]([N+:17]([O-:19])=[O:18])=[CH:13][CH:12]=1.P([O-])([O-])([O-])=O.[K+].[K+].[K+].CC1(C)C2C=CC=C(P(C3C=CC=CC=3)C3C=CC=CC=3)C=2OC2C1=CC=CC=2P(C1C=CC=CC=1)C1C=CC=CC=1, predict the reaction product. The product is: [N+:17]([C:14]1[CH:15]=[CH:16][C:11]([CH:2]([C:1]([O:8][CH3:9])=[O:7])[C:3]([O:5][CH3:6])=[O:4])=[CH:12][CH:13]=1)([O-:19])=[O:18]. (4) Given the reactants [F:1][C:2]1[C:7]([O:8][CH3:9])=[C:6]([O:10][CH3:11])[CH:5]=[CH:4][C:3]=1[C@@:12]12[CH2:20][CH2:19][C:18](=O)[CH2:17][C@@H:16]1[N:15]([CH3:22])[CH2:14][CH2:13]2.FC(F)(F)C(O)=O.[NH4+].[BH3-]C#[N:33].[Na+].[OH-].[Na+].C(O)(=O)CCC1C=CC=CC=1, predict the reaction product. The product is: [F:1][C:2]1[C:7]([O:8][CH3:9])=[C:6]([O:10][CH3:11])[CH:5]=[CH:4][C:3]=1[C@@:12]12[CH2:20][CH2:19][C@@H:18]([NH2:33])[CH2:17][C@@H:16]1[N:15]([CH3:22])[CH2:14][CH2:13]2. (5) Given the reactants [F:1][C:2]([F:7])([F:6])[C:3]([O-:5])=[O:4].[CH3:8][NH:9][C:10](=[O:47])[CH2:11][CH2:12][CH2:13][CH2:14][CH2:15][C@@H:16]([C:32]1[NH:33][C:34]([C:37]2[CH:46]=[CH:45][C:44]3[C:39](=[CH:40][CH:41]=[CH:42][CH:43]=3)[CH:38]=2)=[CH:35][NH+:36]=1)[NH:17][C:18](C1CCCN(C2C=CC=CN=2)C1)=[O:19].CCN(C(C)C)C(C)C.[CH2:57]([N:64]=C=O)[C:58]1[CH:63]=[CH:62][CH:61]=[CH:60][CH:59]=1, predict the reaction product. The product is: [F:1][C:2]([F:7])([F:6])[C:3]([O-:5])=[O:4].[CH2:57]([NH:64][C:18]([NH:17][C@H:16]([C:32]1[NH:33][C:34]([C:37]2[CH:46]=[CH:45][C:44]3[C:39](=[CH:40][CH:41]=[CH:42][CH:43]=3)[CH:38]=2)=[CH:35][NH+:36]=1)[CH2:15][CH2:14][CH2:13][CH2:12][CH2:11][C:10]([NH:9][CH3:8])=[O:47])=[O:19])[C:58]1[CH:63]=[CH:62][CH:61]=[CH:60][CH:59]=1. (6) The product is: [CH2:2]([N:9]([OH:10])[CH2:18][C:19]([NH:21][C:22]1[C:39]([OH:40])=[C:38]2[C:25]([CH2:26][C@@H:27]3[C:36]([C:37]2=[O:41])=[C:35]([OH:42])[C@@:34]2([OH:43])[C@H:29]([C@H:30]([N:49]([CH3:51])[CH3:50])[C:31]([OH:48])=[C:32]([C:45]([NH2:47])=[O:46])[C:33]2=[O:44])[CH2:28]3)=[C:24]([N:52]([CH3:53])[CH3:54])[CH:23]=1)=[O:20])[C:3]1[CH:8]=[CH:7][CH:6]=[CH:5][CH:4]=1. Given the reactants Cl.[CH2:2]([NH:9][OH:10])[C:3]1[CH:8]=[CH:7][CH:6]=[CH:5][CH:4]=1.C(=O)([O-])[O-].[Na+].[Na+].Br[CH2:18][C:19]([NH:21][C:22]1[C:39]([OH:40])=[C:38]2[C:25]([CH2:26][CH:27]3[C:36]([C:37]2=[O:41])=[C:35]([OH:42])[C:34]2([OH:43])[CH:29]([CH:30]([N:49]([CH3:51])[CH3:50])[C:31]([OH:48])=[C:32]([C:45]([NH2:47])=[O:46])[C:33]2=[O:44])[CH2:28]3)=[C:24]([N:52]([CH3:54])[CH3:53])[CH:23]=1)=[O:20], predict the reaction product. (7) Given the reactants Br[C:2]1[CH:7]=[CH:6][C:5]([C:8]2[O:12][N:11]=[C:10]([CH3:13])[C:9]=2[CH:14]([OH:25])[CH2:15][O:16][CH2:17][CH2:18][C:19]2[CH:24]=[CH:23][CH:22]=[CH:21][CH:20]=2)=[CH:4][CH:3]=1.[CH2:26]([O:28][C:29]([C:31]1([C:34]2[CH:39]=[CH:38][C:37](B3OC(C)(C)C(C)(C)O3)=[CH:36][CH:35]=2)[CH2:33][CH2:32]1)=[O:30])[CH3:27], predict the reaction product. The product is: [CH2:26]([O:28][C:29]([C:31]1([C:34]2[CH:39]=[CH:38][C:37]([C:2]3[CH:7]=[CH:6][C:5]([C:8]4[O:12][N:11]=[C:10]([CH3:13])[C:9]=4[CH:14]([OH:25])[CH2:15][O:16][CH2:17][CH2:18][C:19]4[CH:24]=[CH:23][CH:22]=[CH:21][CH:20]=4)=[CH:4][CH:3]=3)=[CH:36][CH:35]=2)[CH2:32][CH2:33]1)=[O:30])[CH3:27]. (8) Given the reactants [C:1]([CH:4]([CH2:16][CH2:17][C:18]1[CH:23]=[CH:22][C:21]([C:24]#[N:25])=[CH:20][CH:19]=1)[CH2:5][C:6]1[CH:15]=[CH:14][C:9]([C:10]([O:12][CH3:13])=[O:11])=[CH:8][CH:7]=1)(O)=[O:2].C(=O)(O)[O-].[Na+], predict the reaction product. The product is: [C:24]([C:21]1[CH:20]=[CH:19][C:18]([CH2:17][CH2:16][CH:4]([CH2:1][OH:2])[CH2:5][C:6]2[CH:7]=[CH:8][C:9]([C:10]([O:12][CH3:13])=[O:11])=[CH:14][CH:15]=2)=[CH:23][CH:22]=1)#[N:25]. (9) The product is: [N+:1]([C:4]1[CH:5]=[CH:6][C:7]2[O:12][C@:11]([CH3:18])([CH:13]([O:16][CH3:17])[O:14][CH3:15])[C@@H:10]([OH:19])[C@H:9]([N:30]([C:25]3[CH:26]=[CH:27][CH:28]=[CH:29][C:24]=3[CH:21]([CH3:23])[CH3:22])[CH2:31][C:32]3[NH:36][CH:35]=[CH:34][N:33]=3)[C:8]=2[CH:20]=1)([O-:3])=[O:2]. Given the reactants [N+:1]([C:4]1[CH:5]=[CH:6][C:7]2[O:12][C@:11]([CH3:18])([CH:13]([O:16][CH3:17])[O:14][CH3:15])[C@H:10]3[O:19][C@H:9]3[C:8]=2[CH:20]=1)([O-:3])=[O:2].[CH:21]([C:24]1[CH:29]=[CH:28][CH:27]=[CH:26][C:25]=1[NH:30][CH2:31][C:32]1[NH:33][CH:34]=[CH:35][N:36]=1)([CH3:23])[CH3:22], predict the reaction product. (10) Given the reactants Br[C:2]1[CH:7]=[C:6]([CH3:8])[CH:5]=[C:4]([CH3:9])[CH:3]=1.C([Li])CCC.[CH3:15][CH:16]1[CH2:20][CH2:19][CH2:18][C:17]1=O.Cl, predict the reaction product. The product is: [CH3:15][C:16]1[CH2:20][CH:19]=[C:18]([C:2]2[CH:7]=[C:6]([CH3:8])[CH:5]=[C:4]([CH3:9])[CH:3]=2)[CH:17]=1.